From a dataset of Reaction yield outcomes from USPTO patents with 853,638 reactions. Predict the reaction yield, written as a fraction of the theoretical maximum amount of product (1.0 means a 100% yield; for example, 0.34 means a 34% yield). (1) The reactants are [F:1][C:2]1[CH:7]=[CH:6][C:5]([CH:8]=[CH:9][C:10]2[CH:15]=[CH:14][C:13]([NH2:16])=[CH:12][CH:11]=2)=[CH:4][CH:3]=1. The catalyst is O1CCCC1.[Pd]. The product is [F:1][C:2]1[CH:3]=[CH:4][C:5]([CH2:8][CH2:9][C:10]2[CH:11]=[CH:12][C:13]([NH2:16])=[CH:14][CH:15]=2)=[CH:6][CH:7]=1. The yield is 0.990. (2) The reactants are [NH2:1][C:2]1[NH:6][N:5]=[C:4]([C:7]2[CH:12]=[CH:11][C:10]([O:13][C:14]3[CH:19]=[CH:18][CH:17]=[CH:16][CH:15]=3)=[CH:9][CH:8]=2)[C:3]=1[C:20]#[N:21].[N+:22]([C-:25]([CH:28]=O)[CH:26]=O)([O-:24])=[O:23].[Na+].O. The catalyst is CC(O)=O. The product is [N+:22]([C:25]1[CH:26]=[N:1][C:2]2[N:6]([N:5]=[C:4]([C:7]3[CH:8]=[CH:9][C:10]([O:13][C:14]4[CH:19]=[CH:18][CH:17]=[CH:16][CH:15]=4)=[CH:11][CH:12]=3)[C:3]=2[C:20]#[N:21])[CH:28]=1)([O-:24])=[O:23]. The yield is 0.840.